Dataset: Full USPTO retrosynthesis dataset with 1.9M reactions from patents (1976-2016). Task: Predict the reactants needed to synthesize the given product. (1) Given the product [F:35][C:2]([F:1])([F:34])[C:3]1[CH:4]=[C:5]([CH:27]=[C:28]([C:30]([F:33])([F:32])[F:31])[CH:29]=1)[C:6]([N:8]1[CH2:26][CH2:25][C:11]2([N:15]([C:16]3[CH:21]=[CH:20][CH:19]=[CH:18][C:17]=3[CH3:22])[C:14](=[O:23])[N:13]([CH2:42][C:39]3[CH:38]=[C:37]([CH3:36])[O:41][N:40]=3)[C:12]2=[O:24])[CH2:10][CH2:9]1)=[O:7], predict the reactants needed to synthesize it. The reactants are: [F:1][C:2]([F:35])([F:34])[C:3]1[CH:4]=[C:5]([CH:27]=[C:28]([C:30]([F:33])([F:32])[F:31])[CH:29]=1)[C:6]([N:8]1[CH2:26][CH2:25][C:11]2([N:15]([C:16]3[CH:21]=[CH:20][CH:19]=[CH:18][C:17]=3[CH3:22])[C:14](=[O:23])[NH:13][C:12]2=[O:24])[CH2:10][CH2:9]1)=[O:7].[CH3:36][C:37]1[O:41][N:40]=[C:39]([CH2:42]O)[CH:38]=1. (2) Given the product [Br:1][C:2]1[C:3]([O:18][CH3:19])=[C:4]2[C:26](=[C:9]([F:11])[CH:10]=1)[N:25]([CH3:24])[CH:27]=[C:5]2[CH:12]([CH3:23])[C:13]([O:15][CH3:16])=[O:14], predict the reactants needed to synthesize it. The reactants are: [Br:1][C:2]1[C:3]([O:18][CH3:19])=[C:4]2C(=[C:9]([F:11])[CH:10]=1)NC=[C:5]2[CH2:12][C:13]([O:15][CH2:16]C)=[O:14].[OH-].[K+].I[CH3:23].[CH3:24][N:25]([CH:27]=O)[CH3:26]. (3) Given the product [Cl:4][C:5]1[CH:10]=[CH:9][C:8]([C:11]2[CH:12]=[C:13]([C:14]3[S:15][CH:16]=[CH:17][CH:18]=3)[NH:3][N:2]=2)=[CH:7][CH:6]=1, predict the reactants needed to synthesize it. The reactants are: O.[NH2:2][NH2:3].[Cl:4][C:5]1[CH:10]=[CH:9][C:8]([C:11](=O)[C:12]#[C:13][C:14]2[S:15][CH:16]=[CH:17][CH:18]=2)=[CH:7][CH:6]=1.